From a dataset of Reaction yield outcomes from USPTO patents with 853,638 reactions. Predict the reaction yield, written as a fraction of the theoretical maximum amount of product (1.0 means a 100% yield; for example, 0.34 means a 34% yield). (1) The reactants are C1[CH:5]2[C@@H:6]3[CH:10]=[CH:9][C@H:8]([CH:4]2C=C1)[CH2:7]3.[CH2:11]([CH2:14][C:15]([O-:17])=[O:16])[CH:12]=[CH2:13].C1(C=CC(O)=CC=1)O. No catalyst specified. The product is [CH:6]12[CH2:7][CH:8]([CH2:9][CH2:10]1)[CH:4]=[CH:5]2.[CH2:11]([CH2:14][C:15]([OH:17])=[O:16])[CH:12]=[CH2:13]. The yield is 0.300. (2) The reactants are [Br:1][C:2]1[CH:3]=[C:4]2[C:9](=[CH:10][CH:11]=1)[N:8]=[C:7](O)[CH:6]=[C:5]2[NH:13][C:14]1[CH:19]=[CH:18][C:17]([Cl:20])=[C:16]([Cl:21])[CH:15]=1.O=P(Cl)(Cl)[Cl:24]. No catalyst specified. The product is [Br:1][C:2]1[CH:3]=[C:4]2[C:9](=[CH:10][CH:11]=1)[N:8]=[C:7]([Cl:24])[CH:6]=[C:5]2[NH:13][C:14]1[CH:19]=[CH:18][C:17]([Cl:20])=[C:16]([Cl:21])[CH:15]=1. The yield is 0.600. (3) The product is [NH2:24][C:22]1[C:23]2[C:15]([C:3]3[CH:4]=[CH:5][C:6]([O:8][C:9]4[CH:10]=[CH:11][CH:12]=[CH:13][CH:14]=4)=[CH:7][C:2]=3[F:1])=[CH:16][N:17]([CH2:25][CH:26]3[CH2:30][CH2:29][CH2:28][N:27]3[C:34]([C:33](=[CH:37][CH:38]3[CH2:40][CH2:39]3)[C:31]#[N:32])=[O:35])[C:18]=2[N:19]=[CH:20][N:21]=1. The reactants are [F:1][C:2]1[CH:7]=[C:6]([O:8][C:9]2[CH:14]=[CH:13][CH:12]=[CH:11][CH:10]=2)[CH:5]=[CH:4][C:3]=1[C:15]1[C:23]2[C:22]([NH2:24])=[N:21][CH:20]=[N:19][C:18]=2[N:17]([CH2:25][CH:26]2[CH2:30][CH2:29][CH2:28][NH:27]2)[CH:16]=1.[C:31]([C:33](=[CH:37][CH:38]1[CH2:40][CH2:39]1)[C:34](O)=[O:35])#[N:32].CCN(C(C)C)C(C)C.CN(C(ON1N=NC2C=CC=NC1=2)=[N+](C)C)C.F[P-](F)(F)(F)(F)F. The catalyst is C(Cl)Cl. The yield is 0.540. (4) The product is [F:18][C:10]1[CH:9]=[C:8]([C:6]2[N:5]=[CH:4][N:3]=[C:2]([C:23]#[N:24])[CH:7]=2)[CH:13]=[CH:12][C:11]=1[C:14]([F:17])([F:16])[F:15]. The catalyst is C1C=CC(P(C2C=CC=CC=2)[C-]2C=CC=C2)=CC=1.C1C=CC(P(C2C=CC=CC=2)[C-]2C=CC=C2)=CC=1.[Fe+2].[C-]#N.[C-]#N.[Zn+2].C1C=CC(/C=C/C(/C=C/C2C=CC=CC=2)=O)=CC=1.C1C=CC(/C=C/C(/C=C/C2C=CC=CC=2)=O)=CC=1.C1C=CC(/C=C/C(/C=C/C2C=CC=CC=2)=O)=CC=1.[Pd].[Pd]. The reactants are Cl[C:2]1[CH:7]=[C:6]([C:8]2[CH:13]=[CH:12][C:11]([C:14]([F:17])([F:16])[F:15])=[C:10]([F:18])[CH:9]=2)[N:5]=[CH:4][N:3]=1.C(Cl)(Cl)Cl.[CH3:23][N:24](C)C=O. The yield is 0.800. (5) The reactants are [Cl:1][C:2]1[C:15]([C:16]2[CH:21]=[CH:20][CH:19]=[CH:18][CH:17]=2)=[C:14](Cl)[N:5]2[N:6]=[C:7]3[C:12]([CH:11]=[C:10]([F:13])[CH:9]=[CH:8]3)=[C:4]2[N:3]=1.[CH3:23][NH2:24]. The catalyst is O1CCCC1.CN(C)C=O. The product is [Cl:1][C:2]1[C:15]([C:16]2[CH:21]=[CH:20][CH:19]=[CH:18][CH:17]=2)=[C:14]([CH2:23][NH2:24])[N:5]2[N:6]=[C:7]3[C:12]([CH:11]=[C:10]([F:13])[CH:9]=[CH:8]3)=[C:4]2[N:3]=1. The yield is 0.464. (6) The reactants are C[O:2][C:3](=O)[C:4]([C:6]1[CH:11]=[CH:10][CH:9]=[CH:8][CH:7]=1)=[CH2:5].[NH2:13][C:14]1[N:18]=[CH:17][NH:16][N:15]=1. The catalyst is C(O)CCC. The product is [C:6]1([CH:4]2[CH2:5][N:18]3[CH:17]=[N:16][N:15]=[C:14]3[NH:13][C:3]2=[O:2])[CH:11]=[CH:10][CH:9]=[CH:8][CH:7]=1. The yield is 0.190. (7) The reactants are ClCCl.[NH2:4][C:5]1[CH:32]=[CH:31][C:8]([CH2:9][N:10]2[C:19]3[C:14](=[C:15]([CH2:22][CH:23]4[S:27][C:26](=[O:28])[NH:25][C:24]4=[O:29])[CH:16]=[CH:17][C:18]=3[O:20][CH3:21])[CH2:13][CH2:12][C:11]2=[O:30])=[CH:7][CH:6]=1.N1C=CC=CC=1.[CH3:39][S:40](Cl)(=[O:42])=[O:41]. The catalyst is O. The product is [CH3:39][S:40]([NH:4][C:5]1[CH:6]=[CH:7][C:8]([CH2:9][N:10]2[C:19]3[C:14](=[C:15]([CH2:22][CH:23]4[S:27][C:26](=[O:28])[NH:25][C:24]4=[O:29])[CH:16]=[CH:17][C:18]=3[O:20][CH3:21])[CH2:13][CH2:12][C:11]2=[O:30])=[CH:31][CH:32]=1)(=[O:42])=[O:41]. The yield is 0.920. (8) The reactants are [Cl:1][C:2]1[C:3]([CH3:14])=[C:4]([Cl:13])[C:5]2[O:10][CH2:9][C:8](=[O:11])[NH:7][C:6]=2[CH:12]=1.C([O-])([O-])=O.[Cs+].[Cs+].[Cl:21][CH2:22][CH2:23][CH2:24]I. The catalyst is CCCCCCC.CCOC(C)=O. The product is [Cl:1][C:2]1[C:3]([CH3:14])=[C:4]([Cl:13])[C:5]2[O:10][CH2:9][C:8](=[O:11])[N:7]([CH2:24][CH2:23][CH2:22][Cl:21])[C:6]=2[CH:12]=1. The yield is 0.790. (9) The reactants are [C:1]([O:5][C:6]([NH:8][C:9]1[CH:14]=[CH:13][C:12]([CH2:15][CH2:16][C:17](O)=[O:18])=[CH:11][CH:10]=1)=[O:7])([CH3:4])([CH3:3])[CH3:2].CN([P+](ON1N=NC2C=CC=CC1=2)(N(C)C)N(C)C)C.F[P-](F)(F)(F)(F)F.CCN(C(C)C)C(C)C.[BH4-].[Na+]. The catalyst is C1COCC1.C(OCC)(=O)C.CCCCCCC. The product is [OH:18][CH2:17][CH2:16][CH2:15][C:12]1[CH:13]=[CH:14][C:9]([NH:8][C:6](=[O:7])[O:5][C:1]([CH3:3])([CH3:2])[CH3:4])=[CH:10][CH:11]=1. The yield is 0.490. (10) The reactants are C(O[C:6](=[O:17])[NH:7][CH2:8][CH2:9][NH:10][C:11]1[CH:16]=[CH:15][CH:14]=[CH:13][N:12]=1)(C)(C)C.[C:18](O)(C(F)(F)F)=O.C(Cl)Cl.C[C:29]1[C:30](C(O)=O)=[C:31]([C:34]([OH:36])=[O:35])[S:32][CH:33]=1.OC1C2N=NNC=2C=CC=1.Cl.C(N=C=N)C. The catalyst is CN(C=O)C. The product is [CH3:18][O:36][C:34]([C:31]1[S:32][C:33]([C:6](=[O:17])[NH:7][CH2:8][CH2:9][NH:10][C:11]2[CH:16]=[CH:15][CH:14]=[CH:13][N:12]=2)=[CH:29][CH:30]=1)=[O:35]. The yield is 0.880.